Dataset: Catalyst prediction with 721,799 reactions and 888 catalyst types from USPTO. Task: Predict which catalyst facilitates the given reaction. (1) Reactant: [CH2:1](Cl)[C:2]1[CH:7]=[CH:6][CH:5]=[CH:4][CH:3]=1.C1N2CN3CN(C2)CN1C3.[CH2:19]([OH:21])[CH3:20].[C:22]([OH:25])(=[O:24])[CH3:23]. Product: [C:23]1([C:22]([O:25][CH2:1][CH2:2][C:7]2[CH:6]=[CH:5][CH:4]=[CH:3][C:20]=2[CH:19]=[O:21])=[O:24])[CH:6]=[CH:7][CH:2]=[CH:3][CH:4]=1. The catalyst class is: 6. (2) Reactant: [CH2:1]([O:3][C:4]1[CH:11]=[CH:10][C:7]([CH:8]=[O:9])=[CH:6][C:5]=1[OH:12])[CH3:2].C(=O)([O-])[O-].[K+].[K+].[CH2:19](Cl)[C:20]1[CH:25]=[CH:24][CH:23]=[CH:22][CH:21]=1. Product: [CH2:1]([O:3][C:4]1[CH:11]=[CH:10][C:7]([CH:8]=[O:9])=[CH:6][C:5]=1[O:12][CH2:19][C:20]1[CH:25]=[CH:24][CH:23]=[CH:22][CH:21]=1)[CH3:2]. The catalyst class is: 8. (3) Product: [N+:1]([C:4]1([CH2:11][CH2:10][C:9]([O:13][CH3:14])=[O:12])[CH2:8][CH2:7][CH2:6][CH2:5]1)([O-:3])=[O:2]. The catalyst class is: 12. Reactant: [N+:1]([CH2:4][CH2:5][CH2:6][CH2:7][CH3:8])([O-:3])=[O:2].[C:9]([O:13][CH3:14])(=[O:12])[CH:10]=[CH2:11]. (4) Reactant: [CH3:1][CH:2]1[CH2:8][C:7](=[O:9])[O:6][C:4](=[O:5])[CH2:3]1.[N:10]1([C:15]([CH2:17][N:18]2[CH2:23][CH2:22][NH:21][CH2:20][CH2:19]2)=[O:16])[CH2:14][CH2:13][CH2:12][CH2:11]1. Product: [CH3:1][CH:2]([CH2:3][C:4](=[O:5])[N:21]1[CH2:20][CH2:19][N:18]([CH2:17][C:15](=[O:16])[N:10]2[CH2:11][CH2:12][CH2:13][CH2:14]2)[CH2:23][CH2:22]1)[CH2:8][C:7]([OH:6])=[O:9]. The catalyst class is: 12. (5) Reactant: [Cl:1][C:2]1[CH:7]=[CH:6][CH:5]=[C:4]([F:8])[C:3]=1[C:9]1[NH:13][C:12](=[O:14])[N:11]([C:15]2[CH:20]=[CH:19][C:18](I)=[C:17]([O:22][CH3:23])[CH:16]=2)[N:10]=1.[Cl:24][C:25]1[CH:30]=[CH:29][C:28]([Cl:31])=[CH:27][C:26]=1[C:32]#[CH:33].CCCC[N+](CCCC)(CCCC)CCCC.[F-]. Product: [Cl:1][C:2]1[CH:7]=[CH:6][CH:5]=[C:4]([F:8])[C:3]=1[C:9]1[NH:13][C:12](=[O:14])[N:11]([C:15]2[CH:20]=[CH:19][C:18]([C:33]#[C:32][C:26]3[CH:27]=[C:28]([Cl:31])[CH:29]=[CH:30][C:25]=3[Cl:24])=[C:17]([O:22][CH3:23])[CH:16]=2)[N:10]=1. The catalyst class is: 16. (6) Product: [Cl:29][C:26]1[CH:25]=[CH:24][C:23]([CH2:22][C:15]2[C:16]3[C:17](=[O:18])[NH:9][C:10](=[O:37])[NH:11][C:12]=3[O:13][C:14]=2[C:30]2[CH:35]=[CH:34][CH:33]=[C:32]([Cl:36])[CH:31]=2)=[CH:28][CH:27]=1. The catalyst class is: 14. Reactant: C([NH:9][C:10](=[O:37])[NH:11][C:12]1[O:13][C:14]([C:30]2[CH:35]=[CH:34][CH:33]=[C:32]([Cl:36])[CH:31]=2)=[C:15]([CH2:22][C:23]2[CH:28]=[CH:27][C:26]([Cl:29])=[CH:25][CH:24]=2)[C:16]=1[C:17](OCC)=[O:18])(=O)C1C=CC=CC=1.[O-]CC.[Na+]. (7) Reactant: [Cl:1][C:2]1[CH:10]=[C:9]2[C:5]([CH:6]=[N:7][N:8]2[S:11]([C:14]2[CH:19]=[CH:18][CH:17]=[CH:16][CH:15]=2)(=[O:13])=[O:12])=[C:4]([C:20]2[O:21][C:22]([CH2:25]O)=[CH:23][N:24]=2)[CH:3]=1.[Br-:27].[Br-].C1(P(C2C=CC=CC=2)C2C=CC=CC=2)C=CC=CC=1.CO.C(=O)([O-])O.[Na+]. Product: [Br:27][CH2:25][C:22]1[O:21][C:20]([C:4]2[CH:3]=[C:2]([Cl:1])[CH:10]=[C:9]3[C:5]=2[CH:6]=[N:7][N:8]3[S:11]([C:14]2[CH:19]=[CH:18][CH:17]=[CH:16][CH:15]=2)(=[O:13])=[O:12])=[N:24][CH:23]=1. The catalyst class is: 4. (8) Reactant: [CH3:1][N:2]([CH2:9][CH2:10][O:11][C:12]1[CH:25]=[CH:24][C:15]([CH2:16][CH:17]2[S:21][C:20](=[O:22])[NH:19][C:18]2=[O:23])=[CH:14][CH:13]=1)[C:3]1[CH:8]=[CH:7][CH:6]=[CH:5][N:4]=1.[C:26]([OH:35])(=[O:34])[C@H:27]([C@@H:29]([C:31]([OH:33])=[O:32])[OH:30])[OH:28]. Product: [C:31]([C@H:29]([C@@H:27]([C:26]([OH:35])=[O:34])[OH:28])[OH:30])([OH:33])=[O:32].[CH3:1][N:2]([CH2:9][CH2:10][O:11][C:12]1[CH:25]=[CH:24][C:15]([CH2:16][CH:17]2[S:21][C:20](=[O:22])[NH:19][C:18]2=[O:23])=[CH:14][CH:13]=1)[C:3]1[CH:8]=[CH:7][CH:6]=[CH:5][N:4]=1. The catalyst class is: 41. (9) Reactant: Cl.[C:2]([C:4]1[CH:5]=[C:6]2[N:12]=[C:11]([C:13]([C:25]3[C:33]([O:34][CH3:35])=[CH:32][C:31]([CH3:36])=[C:30]4[C:26]=3[CH:27]=[CH:28][N:29]4C(OC(C)(C)C)=O)([NH:18]S(C(C)(C)C)=O)[C:14]([F:17])([F:16])[F:15])[N:10](COCC[Si](C)(C)C)[C:7]2=[N:8][CH:9]=1)#[N:3].N. Product: [NH2:18][C:13]([C:11]1[NH:10][C:7]2=[N:8][CH:9]=[C:4]([C:2]#[N:3])[CH:5]=[C:6]2[N:12]=1)([C:25]1[C:33]([O:34][CH3:35])=[CH:32][C:31]([CH3:36])=[C:30]2[C:26]=1[CH:27]=[CH:28][NH:29]2)[C:14]([F:16])([F:15])[F:17]. The catalyst class is: 5.